Dataset: Full USPTO retrosynthesis dataset with 1.9M reactions from patents (1976-2016). Task: Predict the reactants needed to synthesize the given product. (1) Given the product [CH:1]1([C:6]([C:8]2[CH:9]=[C:10]([CH2:23][C:24]([N:31]3[CH2:32][CH2:33][N:28]([CH3:27])[CH2:29][CH2:30]3)=[O:26])[CH:11]=[CH:12][C:13]=2[NH:14][C:15]([NH:17][C:18]2[S:19][CH:20]=[CH:21][N:22]=2)=[O:16])=[O:7])[CH2:2][CH2:3][CH2:4][CH2:5]1, predict the reactants needed to synthesize it. The reactants are: [CH:1]1([C:6]([C:8]2[CH:9]=[C:10]([CH2:23][C:24]([OH:26])=O)[CH:11]=[CH:12][C:13]=2[NH:14][C:15]([NH:17][C:18]2[S:19][CH:20]=[CH:21][N:22]=2)=[O:16])=[O:7])[CH2:5][CH2:4][CH2:3][CH2:2]1.[CH3:27][N:28]1[CH2:33][CH2:32][NH:31][CH2:30][CH2:29]1. (2) The reactants are: [O:1]1[C:5]2([CH2:10][CH2:9][C:8]([C:11]3[CH:20]=[CH:19][C:14]([C:15]([O:17][CH3:18])=[O:16])=[C:13]([CH3:21])[CH:12]=3)=[CH:7][CH2:6]2)[O:4][CH2:3][CH2:2]1.[H][H]. Given the product [O:1]1[C:5]2([CH2:10][CH2:9][CH:8]([C:11]3[CH:20]=[CH:19][C:14]([C:15]([O:17][CH3:18])=[O:16])=[C:13]([CH3:21])[CH:12]=3)[CH2:7][CH2:6]2)[O:4][CH2:3][CH2:2]1, predict the reactants needed to synthesize it.